From a dataset of TCR-epitope binding with 47,182 pairs between 192 epitopes and 23,139 TCRs. Binary Classification. Given a T-cell receptor sequence (or CDR3 region) and an epitope sequence, predict whether binding occurs between them. The epitope is NEGVKAAW. The TCR CDR3 sequence is CASSLDAGGTYEQYF. Result: 1 (the TCR binds to the epitope).